Dataset: Full USPTO retrosynthesis dataset with 1.9M reactions from patents (1976-2016). Task: Predict the reactants needed to synthesize the given product. (1) Given the product [CH3:28][C:24]1([CH3:27])[O:23][C@@H:22]([CH2:21][C:18]2[CH:19]=[CH:20][C:15]([O:14][C:12]3[CH2:13][N:9]([C@@H:4]([CH2:5][CH:6]([CH3:8])[CH3:7])[C:3]([OH:30])=[O:2])[C:10](=[O:29])[CH:11]=3)=[CH:16][CH:17]=2)[CH2:26][O:25]1, predict the reactants needed to synthesize it. The reactants are: C[O:2][C:3](=[O:30])[C@@H:4]([N:9]1[CH2:13][C:12]([O:14][C:15]2[CH:20]=[CH:19][C:18]([CH2:21][C@H:22]3[CH2:26][O:25][C:24]([CH3:28])([CH3:27])[O:23]3)=[CH:17][CH:16]=2)=[CH:11][C:10]1=[O:29])[CH2:5][CH:6]([CH3:8])[CH3:7].O.[OH-].[Li+]. (2) Given the product [CH3:29][O:30][C:31]1[C:32](=[O:55])[C:33]([CH3:54])=[C:34]([CH2:40][C:41]2[CH:42]=[CH:43][C:44]([O:50][C:51](=[O:53])[CH3:52])=[C:45]([CH:49]=2)[C:46]([NH:1][C:2]2[CH:3]=[CH:4][C:5]([C:6]([O:8][CH2:9][CH3:10])=[O:7])=[CH:11][CH:12]=2)=[O:47])[C:35](=[O:39])[C:36]=1[O:37][CH3:38], predict the reactants needed to synthesize it. The reactants are: [NH2:1][C:2]1[CH:12]=[CH:11][C:5]([C:6]([O:8][CH2:9][CH3:10])=[O:7])=[CH:4][CH:3]=1.C(N(CC)CC)C.[Cl-].ClC1N(C)CC[NH+]1C.[CH3:29][O:30][C:31]1[C:32](=[O:55])[C:33]([CH3:54])=[C:34]([CH2:40][C:41]2[CH:42]=[CH:43][C:44]([O:50][C:51](=[O:53])[CH3:52])=[C:45]([CH:49]=2)[C:46](O)=[O:47])[C:35](=[O:39])[C:36]=1[O:37][CH3:38]. (3) The reactants are: [H-].[H-].[H-].[H-].[Li+].[Al+3].[C:7]1([CH2:13][CH2:14][CH2:15][CH2:16][CH2:17][CH2:18][C:19](O)=[O:20])[CH:12]=[CH:11][CH:10]=[CH:9][CH:8]=1.O.[OH-].[K+]. Given the product [C:7]1([CH2:13][CH2:14][CH2:15][CH2:16][CH2:17][CH2:18][CH2:19][OH:20])[CH:12]=[CH:11][CH:10]=[CH:9][CH:8]=1, predict the reactants needed to synthesize it. (4) Given the product [Cl:8][C:6]1[N:5]=[N:4][C:3]([O:20][C:14]2[C:15]([CH3:19])=[CH:16][CH:17]=[CH:18][C:13]=2[CH:10]2[CH2:11][CH2:12]2)=[C:2]([OH:1])[CH:7]=1, predict the reactants needed to synthesize it. The reactants are: [OH:1][C:2]1[CH:7]=[C:6]([Cl:8])[N:5]=[N:4][C:3]=1Cl.[CH:10]1([C:13]2[CH:18]=[CH:17][CH:16]=[C:15]([CH3:19])[C:14]=2[OH:20])[CH2:12][CH2:11]1.C1(OC2C=CC=CC=2)C=CC=CC=1.[OH-].[K+].Cl. (5) Given the product [O-2:11].[Ca+2:3].[NH2:4][C@H:5]([C:10]([OH:12])=[O:11])[CH2:6][CH2:7][S:8][CH3:9], predict the reactants needed to synthesize it. The reactants are: O.[O-2].[Ca+2:3].[NH2:4][C@H:5]([C:10]([OH:12])=[O:11])[CH2:6][CH2:7][S:8][CH3:9]. (6) Given the product [CH2:3]([N:5]1[CH2:11][CH2:10][CH2:9][N:8]([C:12]2[N:17]=[C:16]([CH3:18])[C:15]([CH:19]([CH2:24][CH2:25][CH3:26])[C:20]([OH:22])=[O:21])=[C:14]([C:27]3[CH:28]=[CH:29][C:30]([CH3:33])=[CH:31][CH:32]=3)[N:13]=2)[CH2:7][CH2:6]1)[CH3:4], predict the reactants needed to synthesize it. The reactants are: [OH-].[Na+].[CH2:3]([N:5]1[CH2:11][CH2:10][CH2:9][N:8]([C:12]2[N:17]=[C:16]([CH3:18])[C:15]([CH:19]([CH2:24][CH2:25][CH3:26])[C:20]([O:22]C)=[O:21])=[C:14]([C:27]3[CH:32]=[CH:31][C:30]([CH3:33])=[CH:29][CH:28]=3)[N:13]=2)[CH2:7][CH2:6]1)[CH3:4]. (7) Given the product [CH2:13]([O:20][C@@H:21]1[C@@H:26]([O:27][CH2:28][C:29]2[CH:30]=[CH:31][CH:32]=[CH:33][CH:34]=2)[C@H:25]([O:35][CH2:36][C:37]2[CH:38]=[CH:39][CH:40]=[CH:41][CH:42]=2)[C@@H:24]([CH2:43][O:44][CH2:45][C:46]2[CH:51]=[CH:50][CH:49]=[CH:48][CH:47]=2)[O:23][C@H:22]1[C:52]1[C:60]2[C:55](=[CH:56][CH:57]=[CH:58][CH:59]=2)[N:54]([S:61]([C:64]2[CH:65]=[CH:66][C:67]([CH3:70])=[CH:68][CH:69]=2)(=[O:63])=[O:62])[C:53]=1[F:81])[C:14]1[CH:19]=[CH:18][CH:17]=[CH:16][CH:15]=1, predict the reactants needed to synthesize it. The reactants are: C(NC(C)C)(C)C.C([Li])CCC.[CH2:13]([O:20][C@@H:21]1[C@@H:26]([O:27][CH2:28][C:29]2[CH:34]=[CH:33][CH:32]=[CH:31][CH:30]=2)[C@H:25]([O:35][CH2:36][C:37]2[CH:42]=[CH:41][CH:40]=[CH:39][CH:38]=2)[C@@H:24]([CH2:43][O:44][CH2:45][C:46]2[CH:51]=[CH:50][CH:49]=[CH:48][CH:47]=2)[O:23][C@H:22]1[C:52]1[C:60]2[C:55](=[CH:56][CH:57]=[CH:58][CH:59]=2)[N:54]([S:61]([C:64]2[CH:69]=[CH:68][C:67]([CH3:70])=[CH:66][CH:65]=2)(=[O:63])=[O:62])[CH:53]=1)[C:14]1[CH:19]=[CH:18][CH:17]=[CH:16][CH:15]=1.C1C=CC(S(N(S(C2C=CC=CC=2)(=O)=O)[F:81])(=O)=O)=CC=1.[Cl-].[NH4+]. (8) The reactants are: [CH3:1][O:2][C:3]1[C:8]2[N:9]=[C:10]([NH:12][C:13](=[O:23])[C:14]3[CH:19]=[CH:18][C:17]([CH2:20][NH:21][CH3:22])=[CH:16][CH:15]=3)[S:11][C:7]=2[C:6]([N:24]2[CH2:29][CH2:28][O:27][CH2:26][CH2:25]2)=[CH:5][CH:4]=1.[CH3:30][O:31][CH2:32][CH2:33][C:34](Cl)=[O:35]. Given the product [CH3:1][O:2][C:3]1[C:8]2[N:9]=[C:10]([NH:12][C:13](=[O:23])[C:14]3[CH:19]=[CH:18][C:17]([CH2:20][N:21]([C:34](=[O:35])[CH2:33][CH2:32][O:31][CH3:30])[CH3:22])=[CH:16][CH:15]=3)[S:11][C:7]=2[C:6]([N:24]2[CH2:25][CH2:26][O:27][CH2:28][CH2:29]2)=[CH:5][CH:4]=1, predict the reactants needed to synthesize it.